Predict the reactants needed to synthesize the given product. From a dataset of Retrosynthesis with 50K atom-mapped reactions and 10 reaction types from USPTO. (1) Given the product O=C(Cc1ccccc1)Nc1ccc(C(=O)NO)s1, predict the reactants needed to synthesize it. The reactants are: COC(=O)c1ccc(NC(=O)Cc2ccccc2)s1.NO. (2) Given the product COC(=O)c1cccc(CBr)c1, predict the reactants needed to synthesize it. The reactants are: O=C(Cl)c1cccc(CBr)c1.O=C([O-])O. (3) Given the product Fc1c(Br)ccc2c1CCC(N1CCOCC1)C2, predict the reactants needed to synthesize it. The reactants are: C1COCCN1.O=C1CCc2c(ccc(Br)c2F)C1. (4) Given the product Cc1c2c(n(C)c1C)C(=O)Nc1ccccc1N2C(=O)CN1CCN(C)CC1, predict the reactants needed to synthesize it. The reactants are: CN1CCNCC1.Cc1c2c(n(C)c1C)C(=O)Nc1ccccc1N2C(=O)CCl. (5) Given the product CCOC(=O)C(F)(F)C1CCCCO1, predict the reactants needed to synthesize it. The reactants are: CCOC(=O)C(F)(F)C1(O)CCCCO1. (6) The reactants are: Cn1cnc(C(=O)O)c1.Fc1ccc(CNC2CCC2)cc1Br. Given the product Cn1cnc(C(=O)N(Cc2ccc(F)c(Br)c2)C2CCC2)c1, predict the reactants needed to synthesize it.